Dataset: Reaction yield outcomes from USPTO patents with 853,638 reactions. Task: Predict the reaction yield, written as a fraction of the theoretical maximum amount of product (1.0 means a 100% yield; for example, 0.34 means a 34% yield). (1) The reactants are [OH:1][C:2]1[CH:7]=[C:6]([O:8][CH2:9][O:10][CH3:11])[CH:5]=[C:4]([O:12][CH2:13][O:14][CH3:15])[C:3]=1[C:16](=[O:18])[CH3:17].C([O-])([O-])=O.[K+].[K+].[N+:25]([C:28]1[CH:33]=[CH:32][C:31](F)=[CH:30][CH:29]=1)([O-:27])=[O:26]. The catalyst is CS(C)=O.O.C(OCC)(=O)C. The product is [CH3:15][O:14][CH2:13][O:12][C:4]1[CH:5]=[C:6]([O:8][CH2:9][O:10][CH3:11])[CH:7]=[C:2]([O:1][C:31]2[CH:32]=[CH:33][C:28]([N+:25]([O-:27])=[O:26])=[CH:29][CH:30]=2)[C:3]=1[C:16](=[O:18])[CH3:17]. The yield is 0.520. (2) The reactants are [O:1]=[C:2]1[C:8]2=[CH:9][C:10]3[CH:11]=[CH:12][C:13]([C:16]([O:18]CC)=[O:17])=[CH:14][C:15]=3[N:7]2[CH2:6][CH2:5][CH2:4][NH:3]1.[OH-].[Na+].Cl. The catalyst is C1COCC1.CO.O. The product is [O:1]=[C:2]1[C:8]2=[CH:9][C:10]3[CH:11]=[CH:12][C:13]([C:16]([OH:18])=[O:17])=[CH:14][C:15]=3[N:7]2[CH2:6][CH2:5][CH2:4][NH:3]1. The yield is 0.670. (3) The reactants are C([O-])([O-])=O.[K+].[K+].[SH:7][C:8]1[N:22]=[CH:21][CH:20]=[CH:19][C:9]=1[C:10]([NH:12][CH2:13][C:14]1[S:15][CH:16]=[CH:17][CH:18]=1)=[O:11].Cl[CH2:24][CH2:25][S:26]([C:29]1[CH:34]=[CH:33][C:32]([F:35])=[CH:31][CH:30]=1)(=[O:28])=[O:27].C(Cl)Cl.CC(=O)OCC. The catalyst is CN(C=O)C. The product is [F:35][C:32]1[CH:33]=[CH:34][C:29]([S:26]([CH2:25][CH2:24][S:7][C:8]2[N:22]=[CH:21][CH:20]=[CH:19][C:9]=2[C:10]([NH:12][CH2:13][C:14]2[S:15][CH:16]=[CH:17][CH:18]=2)=[O:11])(=[O:28])=[O:27])=[CH:30][CH:31]=1. The yield is 0.480.